The task is: Predict the reaction yield, written as a fraction of the theoretical maximum amount of product (1.0 means a 100% yield; for example, 0.34 means a 34% yield).. This data is from Reaction yield outcomes from USPTO patents with 853,638 reactions. The product is [F:29][C:30]1[CH:31]=[CH:32][C:33]([CH2:34][N:35]2[C:39](=[O:40])[N:38]([C:41]3[S:42][C:43]([C:47]([OH:49])=[O:48])=[C:44]([CH3:46])[N:45]=3)[CH:37]=[N:36]2)=[CH:52][CH:53]=1. The yield is 0.990. No catalyst specified. The reactants are CC1N=C(N2C(=O)N(CC3C=CC(C(F)(F)F)=CC=3)N=C2)SC=1C(OCC)=O.[F:29][C:30]1[CH:53]=[CH:52][C:33]([CH2:34][N:35]2[C:39](=[O:40])[N:38]([C:41]3[S:42][C:43]([C:47]([O:49]CC)=[O:48])=[C:44]([CH3:46])[N:45]=3)[CH:37]=[N:36]2)=[CH:32][CH:31]=1.